This data is from Forward reaction prediction with 1.9M reactions from USPTO patents (1976-2016). The task is: Predict the product of the given reaction. (1) Given the reactants [CH3:1][C:2]1[C:9]([CH3:10])=[C:8]([O:11][CH3:12])[CH:7]=[CH:6][C:3]=1[CH:4]=[O:5].[CH2:13]([Mg]Cl)[CH:14]=[CH2:15], predict the reaction product. The product is: [CH3:12][O:11][C:8]1[CH:7]=[CH:6][C:3]([CH:4]([OH:5])[CH2:15][CH:14]=[CH2:13])=[C:2]([CH3:1])[C:9]=1[CH3:10]. (2) Given the reactants [C:1]([N:20]1[CH:24]=[C:23]([C:25]([OH:27])=O)[N:22]=[CH:21]1)([C:14]1[CH:19]=[CH:18][CH:17]=[CH:16][CH:15]=1)([C:8]1[CH:13]=[CH:12][CH:11]=[CH:10][CH:9]=1)[C:2]1[CH:7]=[CH:6][CH:5]=[CH:4][CH:3]=1.CCN=C=NCCCN(C)C.C(N(CCCC)CCCC)CCC.Cl.[CH3:53][NH:54][O:55][CH3:56], predict the reaction product. The product is: [O:55]([N:54]([CH3:53])[C:25]([C:23]1[N:22]=[CH:21][N:20]([C:1]([C:2]2[CH:7]=[CH:6][CH:5]=[CH:4][CH:3]=2)([C:8]2[CH:9]=[CH:10][CH:11]=[CH:12][CH:13]=2)[C:14]2[CH:15]=[CH:16][CH:17]=[CH:18][CH:19]=2)[CH:24]=1)=[O:27])[CH3:56]. (3) The product is: [ClH:50].[ClH:58].[CH:1]([CH:14]1[CH2:19][N:18]([CH2:20][C:21]2[CH:26]=[C:25]([N:27]3[C:31]([C:32]([F:33])([F:35])[F:34])=[N:30][N:29]=[N:28]3)[CH:24]=[CH:23][C:22]=2[O:36][CH3:37])[CH2:17][CH2:16][N:15]1[CH2:38][C:39]([NH2:44])=[O:41])([C:8]1[CH:13]=[CH:12][CH:11]=[CH:10][CH:9]=1)[C:2]1[CH:3]=[CH:4][CH:5]=[CH:6][CH:7]=1. Given the reactants [CH:1]([CH:14]1[CH2:19][N:18]([CH2:20][C:21]2[CH:26]=[C:25]([N:27]3[C:31]([C:32]([F:35])([F:34])[F:33])=[N:30][N:29]=[N:28]3)[CH:24]=[CH:23][C:22]=2[O:36][CH3:37])[CH2:17][CH2:16][N:15]1[CH2:38][C:39]([OH:41])=O)([C:8]1[CH:13]=[CH:12][CH:11]=[CH:10][CH:9]=1)[C:2]1[CH:7]=[CH:6][CH:5]=[CH:4][CH:3]=1.C([N:44](CC)CC)C.[I-].[Cl:50]C1C=CC=C[N+]=1C.[ClH:58], predict the reaction product.